Task: Predict the reactants needed to synthesize the given product.. Dataset: Full USPTO retrosynthesis dataset with 1.9M reactions from patents (1976-2016) (1) Given the product [Cl:1][C:2]1[C:3]([C:4](=[O:6])[CH3:11])=[CH:7][CH:8]=[CH:9][N:10]=1, predict the reactants needed to synthesize it. The reactants are: [Cl:1][C:2]1[N:10]=[CH:9][CH:8]=[CH:7][C:3]=1[C:4]([OH:6])=O.[CH3:11][Mg]Br. (2) Given the product [Br:4][C:5]1[CH:10]=[CH:9][C:8]([CH2:11][C:14]#[N:15])=[C:7]([Cl:13])[CH:6]=1, predict the reactants needed to synthesize it. The reactants are: C(Cl)Cl.[Br:4][C:5]1[CH:10]=[CH:9][C:8]([CH2:11]Br)=[C:7]([Cl:13])[CH:6]=1.[C-:14]#[N:15].[Na+]. (3) Given the product [CH2:20]([O:19][C:16]1[CH:17]=[CH:18][C:13]([C:6]2[C:7]([CH2:8][CH2:9][CH2:10][CH3:11])=[N:31][NH:30][C:4](=[O:3])[CH:5]=2)=[CH:14][CH:15]=1)[C:21]1[CH:26]=[CH:25][CH:24]=[CH:23][CH:22]=1, predict the reactants needed to synthesize it. The reactants are: C([O:3][C:4](=O)[CH:5](O)[CH:6]([C:13]1[CH:18]=[CH:17][C:16]([O:19][CH2:20][C:21]2[CH:26]=[CH:25][CH:24]=[CH:23][CH:22]=2)=[CH:15][CH:14]=1)[C:7](=O)[CH2:8][CH2:9][CH2:10][CH3:11])C.O.[NH2:30][NH2:31]. (4) Given the product [Br:10][C:8]1[N:7]([CH:11]([CH3:12])[CH3:13])[C:6]2[CH:14]([C:16]3[CH:17]=[CH:18][C:19]([Cl:22])=[CH:20][CH:21]=3)[N:23]([C:24]3[C:25](=[O:40])[N:26]([CH2:31][C:32]4[CH:37]=[CH:36][C:35]([O:38][CH3:39])=[CH:34][CH:33]=4)[CH:27]=[C:28]([Cl:30])[CH:29]=3)[C:3](=[O:4])[C:5]=2[CH:9]=1, predict the reactants needed to synthesize it. The reactants are: CO[C:3]([C:5]1[CH:9]=[C:8]([Br:10])[N:7]([CH:11]([CH3:13])[CH3:12])[C:6]=1[CH:14]([C:16]1[CH:21]=[CH:20][C:19]([Cl:22])=[CH:18][CH:17]=1)O)=[O:4].[NH2:23][C:24]1[C:25](=[O:40])[N:26]([CH2:31][C:32]2[CH:37]=[CH:36][C:35]([O:38][CH3:39])=[CH:34][CH:33]=2)[CH:27]=[C:28]([Cl:30])[CH:29]=1.COC(C1C=C(Br)N(C(C)C)C=1C(C1C=CC(C#N)=CC=1)O)=O.CN1C(N)=CC(C)=N1. (5) Given the product [C:18]([O:20][CH3:5])(=[O:19])/[CH:17]=[CH:16]/[C:15]1[CH:14]=[CH:13][C:12]([OH:21])=[CH:11][CH:10]=1, predict the reactants needed to synthesize it. The reactants are: B(F)(F)F.[CH3:5]COCC.[CH:10]1[C:15](/[CH:16]=[CH:17]/[C:18]([OH:20])=[O:19])=[CH:14][CH:13]=[C:12]([OH:21])[CH:11]=1. (6) Given the product [C:1]1([C:22]2=[CH:23][C:24]3[C:25]([CH:30]([O:33][Si:34]([CH:38]([CH3:40])[CH3:39])([CH:41]([CH3:43])[CH3:42])[CH:35]([CH3:36])[CH3:37])[CH2:31][CH2:32]2)=[N:26][CH:27]=[CH:28][CH:29]=3)[CH:6]=[CH:5][CH:4]=[CH:3][CH:2]=1, predict the reactants needed to synthesize it. The reactants are: [C:1]1(B(O)O)[CH:6]=[CH:5][CH:4]=[CH:3][CH:2]=1.C(=O)([O-])[O-].[Na+].[Na+].FC(F)(F)S(O[C:22]1=[CH:23][C:24]2[C:25]([CH:30]([O:33][Si:34]([CH:41]([CH3:43])[CH3:42])([CH:38]([CH3:40])[CH3:39])[CH:35]([CH3:37])[CH3:36])[CH2:31][CH2:32]1)=[N:26][CH:27]=[CH:28][CH:29]=2)(=O)=O. (7) Given the product [C:1]([NH:5][C:6]([C:8]1[C:16]2[C:11](=[N:12][CH:13]=[C:14]([C:17]3[C:25]4[C:20](=[CH:21][CH:22]=[C:23]([O:26][CH:27]([F:29])[F:28])[CH:24]=4)[N:19]([CH2:30][C:31]([N:33]4[CH2:38][CH2:37][N:36]([CH3:39])[CH2:35][CH2:34]4)=[O:32])[N:18]=3)[N:15]=2)[NH:10][CH:9]=1)=[O:7])([CH3:4])([CH3:3])[CH3:2], predict the reactants needed to synthesize it. The reactants are: [C:1]([NH:5][C:6]([C:8]1[C:16]2[C:11](=[N:12][CH:13]=[C:14]([C:17]3[C:25]4[C:20](=[CH:21][CH:22]=[C:23]([O:26][CH:27]([F:29])[F:28])[CH:24]=4)[N:19]([CH2:30][C:31]([N:33]4[CH2:38][CH2:37][N:36]([CH3:39])[CH2:35][CH2:34]4)=[O:32])[N:18]=3)[N:15]=2)[N:10](COCC[Si](C)(C)C)[CH:9]=1)=[O:7])([CH3:4])([CH3:3])[CH3:2].FC(F)(F)C(O)=O.ClCCl.CO. (8) Given the product [C:25]([C:24]1[CH:28]=[CH:29][CH:30]=[CH:31][C:23]=1[S:22][C:2]1[CH:10]=[C:9]([CH3:11])[CH:8]=[CH:7][C:3]=1[C:4]([OH:6])=[O:5])([OH:27])=[O:26], predict the reactants needed to synthesize it. The reactants are: Br[C:2]1[CH:10]=[C:9]([CH3:11])[CH:8]=[CH:7][C:3]=1[C:4]([OH:6])=[O:5].BrC1C=CC=CC=1C(O)=O.[SH:22][C:23]1[CH:31]=[CH:30][CH:29]=[CH:28][C:24]=1[C:25]([OH:27])=[O:26].